From a dataset of Reaction yield outcomes from USPTO patents with 853,638 reactions. Predict the reaction yield, written as a fraction of the theoretical maximum amount of product (1.0 means a 100% yield; for example, 0.34 means a 34% yield). (1) The reactants are C1(C)C=CC=CC=1.[CH2:8]([O:10][C:11]([NH:13][C:14]1[CH:15]=[C:16]([CH2:20][CH2:21][CH2:22][CH2:23][C:24]([OH:26])=O)[CH:17]=[CH:18][CH:19]=1)=[O:12])[CH3:9].O. The catalyst is C(OCC)(=O)C. The product is [CH2:8]([O:10][C:11](=[O:12])[NH:13][C:14]1[CH:19]=[CH:18][C:17]2[C:24](=[O:26])[CH2:23][CH2:22][CH2:21][CH2:20][C:16]=2[CH:15]=1)[CH3:9]. The yield is 0.890. (2) The reactants are [C:1]([C:3]1[CH:4]=[C:5]([C:10]2[S:14][C:13]([C:15]3[CH:23]=[CH:22][CH:21]=[C:20]4[C:16]=3[CH2:17][CH2:18][C@@H:19]4[NH:24][C:25](=[O:31])[O:26][C:27]([CH3:30])([CH3:29])[CH3:28])=[N:12][N:11]=2)[CH:6]=[CH:7][C:8]=1F)#[N:2].[CH3:32][CH:33]([CH3:35])[O-:34].[Na+]. The catalyst is CC(O)C. The product is [C:1]([C:3]1[CH:4]=[C:5]([C:10]2[S:14][C:13]([C:15]3[CH:23]=[CH:22][CH:21]=[C:20]4[C:16]=3[CH2:17][CH2:18][C@@H:19]4[NH:24][C:25](=[O:31])[O:26][C:27]([CH3:30])([CH3:29])[CH3:28])=[N:12][N:11]=2)[CH:6]=[CH:7][C:8]=1[O:34][CH:33]([CH3:35])[CH3:32])#[N:2]. The yield is 0.420.